This data is from Catalyst prediction with 721,799 reactions and 888 catalyst types from USPTO. The task is: Predict which catalyst facilitates the given reaction. (1) Reactant: Cl.[NH:2]1[CH2:7][CH2:6][CH:5]([C:8]2[NH:12][N:11]=[C:10]([C:13]3[CH:18]=[CH:17][C:16]([Cl:19])=[CH:15][CH:14]=3)[C:9]=2[C:20]2[CH:25]=[CH:24][N:23]=[CH:22][CH:21]=2)[CH2:4][CH2:3]1.[C:26](Cl)(=[O:28])[CH3:27]. Product: [C:26]([N:2]1[CH2:3][CH2:4][CH:5]([C:8]2[NH:12][N:11]=[C:10]([C:13]3[CH:14]=[CH:15][C:16]([Cl:19])=[CH:17][CH:18]=3)[C:9]=2[C:20]2[CH:25]=[CH:24][N:23]=[CH:22][CH:21]=2)[CH2:6][CH2:7]1)(=[O:28])[CH3:27]. The catalyst class is: 172. (2) Reactant: [CH3:1][C@@H:2]1[NH2+:6][C@H:5]([C:7]([O:9][CH2:10][CH3:11])=[O:8])[CH2:4][CH2:3]1.[CH3:12][O:13][C:14]([NH:16][C@@H:17]([CH:21]([CH3:23])[CH3:22])[C:18](O)=[O:19])=[O:15].CN(C(ON1N=NC2C=CC=NC1=2)=[N+](C)C)C.F[P-](F)(F)(F)(F)F.CCN(C(C)C)C(C)C. Product: [CH3:12][O:13][C:14]([NH:16][C@@H:17]([CH:21]([CH3:23])[CH3:22])[C:18]([N:6]1[C@@H:2]([CH3:1])[CH2:3][CH2:4][C@H:5]1[C:7]([O:9][CH2:10][CH3:11])=[O:8])=[O:19])=[O:15]. The catalyst class is: 18. (3) Reactant: C([O:3][CH2:4][CH2:5][O:6][NH:7][C:8]([C:10]1[S:18][C:17]2[CH:16]=[CH:15][N:14]=[CH:13][C:12]=2[C:11]=1[NH:19][C:20]1[CH:25]=[CH:24][C:23]([I:26])=[CH:22][C:21]=1[F:27])=[O:9])=C.Cl. Product: [OH:3][CH2:4][CH2:5][O:6][NH:7][C:8]([C:10]1[S:18][C:17]2[CH:16]=[CH:15][N:14]=[CH:13][C:12]=2[C:11]=1[NH:19][C:20]1[CH:25]=[CH:24][C:23]([I:26])=[CH:22][C:21]=1[F:27])=[O:9]. The catalyst class is: 8.